Predict the reactants needed to synthesize the given product. From a dataset of Full USPTO retrosynthesis dataset with 1.9M reactions from patents (1976-2016). Given the product [ClH:72].[NH:4]1[CH2:9][CH2:8][CH2:7][C@@H:6]1[C:13]1[CH:14]=[N:25][CH:16]=[CH:17][N:12]=1, predict the reactants needed to synthesize it. The reactants are: C1C[C@H:9]2[N:4](C[C@H:6]3[C@@H:13]4[CH2:14]C[CH2:16][CH2:17][N:12]4C[C@@H:8]2[CH2:7]3)CC1.C(OC([N:25]1CCCC1)=O)(C)(C)C.C([Li])(CC)C.C1CCCCC1.O1CCCC1.BrC1C=NC=CN=1.C(P(C(C)(C)C)C(C)(C)C)(C)(C)C.F[B-](F)(F)F.[H+].[ClH:72].O1CCOCC1.